From a dataset of Catalyst prediction with 721,799 reactions and 888 catalyst types from USPTO. Predict which catalyst facilitates the given reaction. Reactant: [N:1]1[C:9]([NH2:10])=[C:8]2[C:4]([N:5]=[CH:6][NH:7]2)=[N:3][CH:2]=1.[CH:11]1(C2N=C3C(NC=N3)=C(N)N=2)[O:17][C@H:16]([CH2:18][OH:19])[C@@H:14]([OH:15])[C@@H:12]1[OH:13]. Product: [CH:2]1[N:3]=[C:4]2[N:5]([C@@H:11]3[O:17][C@H:16]([CH2:18][OH:19])[C@@H:14]([OH:15])[C@@H:12]3[OH:13])[CH:6]=[N:7][C:8]2=[C:9]([NH2:10])[N:1]=1. The catalyst class is: 6.